The task is: Predict the reaction yield, written as a fraction of the theoretical maximum amount of product (1.0 means a 100% yield; for example, 0.34 means a 34% yield).. This data is from Reaction yield outcomes from USPTO patents with 853,638 reactions. (1) The reactants are C([NH:5][S:6]([C:9]1[CH:10]=[C:11]([C:15]2[CH:20]=[CH:19][CH:18]=[C:17]([C:21]3[N:26]=[C:25]([CH3:27])[CH:24]=[C:23]([C:28]4[CH:33]=[CH:32][C:31]([C:34]([F:37])([F:36])[F:35])=[C:30]([CH3:38])[CH:29]=4)[N:22]=3)[CH:16]=2)[CH:12]=[CH:13][CH:14]=1)(=[O:8])=[O:7])(C)(C)C.C(O)(C(F)(F)F)=O. The catalyst is ClCCl. The product is [CH3:27][C:25]1[CH:24]=[C:23]([C:28]2[CH:33]=[CH:32][C:31]([C:34]([F:37])([F:35])[F:36])=[C:30]([CH3:38])[CH:29]=2)[N:22]=[C:21]([C:17]2[CH:16]=[C:15]([C:11]3[CH:12]=[CH:13][CH:14]=[C:9]([S:6]([NH2:5])(=[O:7])=[O:8])[CH:10]=3)[CH:20]=[CH:19][CH:18]=2)[N:26]=1. The yield is 0.680. (2) The reactants are Cl[C:2]1[CH:7]=[CH:6][C:5]([N+:8]([O-:10])=[O:9])=[CH:4][N:3]=1.[NH:11]1[CH2:15][CH2:14][CH2:13][CH2:12]1.C(=O)([O-])[O-].[K+].[K+]. The catalyst is CC#N. The product is [N+:8]([C:5]1[CH:6]=[CH:7][C:2]([N:11]2[CH2:15][CH2:14][CH2:13][CH2:12]2)=[N:3][CH:4]=1)([O-:10])=[O:9]. The yield is 0.930. (3) The reactants are [CH3:1][O:2][C:3]1[CH:8]=[CH:7][C:6]([C:9]2[CH2:18][CH2:17][C:16]3[CH:15]=[C:14]([C:19]([O:21][CH3:22])=[O:20])[CH:13]=[CH:12][C:11]=3[CH:10]=2)=[CH:5][CH:4]=1. The catalyst is C(O)C.C1COCC1.[Pd]. The product is [CH3:1][O:2][C:3]1[CH:4]=[CH:5][C:6]([CH:9]2[CH2:18][CH2:17][C:16]3[CH:15]=[C:14]([C:19]([O:21][CH3:22])=[O:20])[CH:13]=[CH:12][C:11]=3[CH2:10]2)=[CH:7][CH:8]=1. The yield is 0.810. (4) The reactants are [CH3:1][C:2]1[C:6]2[C:7](=[O:18])[N:8]([CH2:11][CH2:12][N:13]3[CH2:17][CH2:16][CH2:15][CH2:14]3)[CH2:9][CH2:10][C:5]=2[NH:4][C:3]=1[CH:19]=O.[F:21][C:22]1[CH:23]=[C:24]2[C:28](=[CH:29][C:30]=1[NH2:31])[NH:27][C:26](=[O:32])[CH2:25]2. No catalyst specified. The product is [NH2:31][C:30]1[CH:29]=[C:28]2[C:24]([C:25](=[CH:19][C:3]3[NH:4][C:5]4[CH2:10][CH2:9][N:8]([CH2:11][CH2:12][N:13]5[CH2:14][CH2:15][CH2:16][CH2:17]5)[C:7](=[O:18])[C:6]=4[C:2]=3[CH3:1])[C:26](=[O:32])[NH:27]2)=[CH:23][C:22]=1[F:21]. The yield is 0.540. (5) The reactants are C(NC(C)C)(C)C.[C:8]([O:14][CH2:15][CH3:16])(=[O:13])[CH2:9][C:10]([CH3:12])=[O:11].Br[CH2:18][C:19]1[CH:28]=[CH:27][C:26]2[C:21](=[CH:22][CH:23]=[CH:24][CH:25]=2)[CH:20]=1. The catalyst is C1COCC1. The product is [CH:20]1[C:21]2[C:26](=[CH:25][CH:24]=[CH:23][CH:22]=2)[CH:27]=[CH:28][C:19]=1[CH2:18][CH2:12][C:10](=[O:11])[CH2:9][C:8]([O:14][CH2:15][CH3:16])=[O:13]. The yield is 0.360. (6) The reactants are [C:1]1([S@@:7]([CH2:14][C:15]([O:17][CH2:18][CH3:19])=[O:16])(=[N:9][Si](C)(C)C)=[O:8])[CH:6]=[CH:5][CH:4]=[CH:3][CH:2]=1.[F-].[Cs+]. The catalyst is CO.O. The product is [C:1]1([S@@:7]([CH2:14][C:15]([O:17][CH2:18][CH3:19])=[O:16])(=[NH:9])=[O:8])[CH:2]=[CH:3][CH:4]=[CH:5][CH:6]=1. The yield is 0.390. (7) The product is [F:1][C:2]([F:20])([C:8]1[CH:13]=[CH:12][C:11]([O:14][C:15]([F:16])([F:17])[F:18])=[C:10]([CH3:19])[CH:9]=1)[C:3]([OH:5])=[O:4]. The yield is 0.630. The reactants are [F:1][C:2]([F:20])([C:8]1[CH:13]=[CH:12][C:11]([O:14][C:15]([F:18])([F:17])[F:16])=[C:10]([CH3:19])[CH:9]=1)[C:3]([O:5]CC)=[O:4].O1CCCC1.O.[OH-].[Li+]. The catalyst is C(O)C.